Dataset: Forward reaction prediction with 1.9M reactions from USPTO patents (1976-2016). Task: Predict the product of the given reaction. Given the reactants [CH3:1][O:2][C:3]1[CH:4]=[C:5]([OH:9])[CH:6]=[CH:7][CH:8]=1.[H-].[Na+].[CH3:12][O:13][CH2:14]Br.O, predict the reaction product. The product is: [CH3:1][O:2][C:3]1[CH:8]=[CH:7][CH:6]=[C:5]([O:9][CH2:12][O:13][CH3:14])[CH:4]=1.